This data is from Forward reaction prediction with 1.9M reactions from USPTO patents (1976-2016). The task is: Predict the product of the given reaction. (1) Given the reactants Cl[CH2:2][C:3]1[NH:4][C:5](=[O:15])[C:6]2[CH:11]=[N:10][N:9]([CH:12]([CH3:14])[CH3:13])[C:7]=2[N:8]=1.[NH2:16][CH2:17][CH2:18][CH2:19][OH:20], predict the reaction product. The product is: [OH:20][CH2:19][CH2:18][CH2:17][NH:16][CH2:2][C:3]1[NH:4][C:5](=[O:15])[C:6]2[CH:11]=[N:10][N:9]([CH:12]([CH3:14])[CH3:13])[C:7]=2[N:8]=1. (2) Given the reactants Cl[C:2]([O:4][C:5]([CH3:7])=[CH2:6])=[O:3].[CH:8]1([N:11]([CH:25]2[CH2:30][CH2:29][NH:28][CH2:27][CH2:26]2)[C:12](=[O:24])[C:13]2[CH:18]=[CH:17][C:16]([C:19]3[O:23][CH:22]=[N:21][CH:20]=3)=[CH:15][CH:14]=2)[CH2:10][CH2:9]1.C(N(CC)CC)C, predict the reaction product. The product is: [C:5]([O:4][C:2]([N:28]1[CH2:27][CH2:26][CH:25]([N:11]([CH:8]2[CH2:9][CH2:10]2)[C:12](=[O:24])[C:13]2[CH:14]=[CH:15][C:16]([C:19]3[O:23][CH:22]=[N:21][CH:20]=3)=[CH:17][CH:18]=2)[CH2:30][CH2:29]1)=[O:3])([CH3:7])=[CH2:6]. (3) Given the reactants [C:1]1([C@H:7]([NH:9][C:10]2[C:11]3[CH:18]=[C:17]([C:19]4[CH:27]=[CH:26][C:22]([C:23](O)=[O:24])=[CH:21][CH:20]=4)[NH:16][C:12]=3[N:13]=[CH:14][N:15]=2)[CH3:8])[CH:6]=[CH:5][CH:4]=[CH:3][CH:2]=1.[CH2:28]([N:30]1[CH2:35][CH2:34][NH:33][CH2:32][CH2:31]1)[CH3:29].O.[OH-].[Li+], predict the reaction product. The product is: [CH2:28]([N:30]1[CH2:35][CH2:34][N:33]([C:23]([C:22]2[CH:26]=[CH:27][C:19]([C:17]3[NH:16][C:12]4[N:13]=[CH:14][N:15]=[C:10]([NH:9][C@@H:7]([C:1]5[CH:6]=[CH:5][CH:4]=[CH:3][CH:2]=5)[CH3:8])[C:11]=4[CH:18]=3)=[CH:20][CH:21]=2)=[O:24])[CH2:32][CH2:31]1)[CH3:29]. (4) Given the reactants [CH3:1][O:2][C:3]1[CH:4]=[C:5]2[C:9](=[CH:10][C:11]=1[O:12][CH3:13])[C:8](=[O:14])[CH:7]([CH2:15][C:16]1[CH:21]=[CH:20][N:19]=[CH:18][CH:17]=1)[CH2:6]2.[C:22]1([CH3:32])[CH:27]=[CH:26][C:25]([S:28]([OH:31])(=[O:30])=[O:29])=[CH:24][CH:23]=1, predict the reaction product. The product is: [C:22]1([CH3:32])[CH:23]=[CH:24][C:25]([S:28]([OH:31])(=[O:29])=[O:30])=[CH:26][CH:27]=1.[CH3:1][O:2][C:3]1[CH:4]=[C:5]2[C:9](=[CH:10][C:11]=1[O:12][CH3:13])[C:8](=[O:14])[CH:7]([CH2:15][CH:16]1[CH2:21][CH2:20][NH:19][CH2:18][CH2:17]1)[CH2:6]2. (5) Given the reactants C(Cl)(=O)C([Cl:4])=O.[C:7]([C:9](=[CH:13][C:14]([CH3:17])([CH3:16])[CH3:15])[C:10](O)=[O:11])#[N:8], predict the reaction product. The product is: [C:7]([C:9](=[CH:13][C:14]([CH3:17])([CH3:16])[CH3:15])[C:10]([Cl:4])=[O:11])#[N:8]. (6) Given the reactants [Li+].C[Si]([N-][Si](C)(C)C)(C)C.[S:11]1[CH:15]=[CH:14][CH:13]=[C:12]1[C:16]#[N:17].Cl.[CH3:19][C:20]([O:23][C:24]([O:26]C(OC(C)(C)C)=O)=O)([CH3:22])[CH3:21].CC[N:36](C(C)C)C(C)C, predict the reaction product. The product is: [NH:17]=[C:16]([NH:36][C:24](=[O:26])[O:23][C:20]([CH3:22])([CH3:21])[CH3:19])[C:12]1[S:11][CH:15]=[CH:14][CH:13]=1. (7) The product is: [C:18]([O:21][CH:22]([O:15][C:14](=[O:16])[CH2:13][CH2:12][C:11]([O:10][CH2:9][O:8][C:6](=[O:7])[CH2:5][CH2:4][C:1]([O:3][CH:22]([O:21][C:18](=[O:20])[CH3:19])[CH3:23])=[O:2])=[O:17])[CH3:23])(=[O:20])[CH3:19]. Given the reactants [C:1]([CH2:4][CH2:5][C:6]([O:8][CH2:9][O:10][C:11](=[O:17])[CH2:12][CH2:13][C:14]([OH:16])=[O:15])=[O:7])([OH:3])=[O:2].[C:18]([O:21][CH:22](Br)[CH3:23])(=[O:20])[CH3:19], predict the reaction product.